Dataset: NCI-60 drug combinations with 297,098 pairs across 59 cell lines. Task: Regression. Given two drug SMILES strings and cell line genomic features, predict the synergy score measuring deviation from expected non-interaction effect. (1) Drug 1: C1CC(=O)NC(=O)C1N2CC3=C(C2=O)C=CC=C3N. Drug 2: CC(CN1CC(=O)NC(=O)C1)N2CC(=O)NC(=O)C2. Cell line: SK-MEL-2. Synergy scores: CSS=21.6, Synergy_ZIP=-0.945, Synergy_Bliss=4.41, Synergy_Loewe=-2.85, Synergy_HSA=5.44. (2) Cell line: OVCAR-4. Drug 1: CCN(CC)CCCC(C)NC1=C2C=C(C=CC2=NC3=C1C=CC(=C3)Cl)OC. Drug 2: N.N.Cl[Pt+2]Cl. Synergy scores: CSS=36.8, Synergy_ZIP=-0.249, Synergy_Bliss=2.49, Synergy_Loewe=-12.5, Synergy_HSA=3.28. (3) Drug 1: CCC1=C2CN3C(=CC4=C(C3=O)COC(=O)C4(CC)O)C2=NC5=C1C=C(C=C5)O. Drug 2: COC1=C2C(=CC3=C1OC=C3)C=CC(=O)O2. Cell line: HOP-62. Synergy scores: CSS=23.8, Synergy_ZIP=2.06, Synergy_Bliss=0.922, Synergy_Loewe=-45.8, Synergy_HSA=-1.18. (4) Drug 1: C1CC(=O)NC(=O)C1N2CC3=C(C2=O)C=CC=C3N. Drug 2: CN(C)C1=NC(=NC(=N1)N(C)C)N(C)C. Cell line: SN12C. Synergy scores: CSS=0.723, Synergy_ZIP=-2.17, Synergy_Bliss=-4.26, Synergy_Loewe=-5.01, Synergy_HSA=-5.00. (5) Drug 1: CN(C(=O)NC(C=O)C(C(C(CO)O)O)O)N=O. Drug 2: C1CCC(C(C1)N)N.C(=O)(C(=O)[O-])[O-].[Pt+4]. Cell line: UO-31. Synergy scores: CSS=8.09, Synergy_ZIP=-1.31, Synergy_Bliss=-5.90, Synergy_Loewe=-4.91, Synergy_HSA=-4.82. (6) Drug 1: C1CCC(CC1)NC(=O)N(CCCl)N=O. Drug 2: CS(=O)(=O)CCNCC1=CC=C(O1)C2=CC3=C(C=C2)N=CN=C3NC4=CC(=C(C=C4)OCC5=CC(=CC=C5)F)Cl. Cell line: NCI-H460. Synergy scores: CSS=6.36, Synergy_ZIP=-6.29, Synergy_Bliss=-9.45, Synergy_Loewe=-4.93, Synergy_HSA=-8.83. (7) Drug 1: CC1=C(C=C(C=C1)C(=O)NC2=CC(=CC(=C2)C(F)(F)F)N3C=C(N=C3)C)NC4=NC=CC(=N4)C5=CN=CC=C5. Drug 2: N.N.Cl[Pt+2]Cl. Cell line: SK-MEL-2. Synergy scores: CSS=45.5, Synergy_ZIP=-2.50, Synergy_Bliss=-2.80, Synergy_Loewe=-3.05, Synergy_HSA=-0.725.